Dataset: Peptide-MHC class I binding affinity with 185,985 pairs from IEDB/IMGT. Task: Regression. Given a peptide amino acid sequence and an MHC pseudo amino acid sequence, predict their binding affinity value. This is MHC class I binding data. (1) The peptide sequence is FTAGEVRRA. The MHC is Mamu-B6601 with pseudo-sequence Mamu-B6601. The binding affinity (normalized) is 0.336. (2) The peptide sequence is LVTARQKLK. The MHC is HLA-A25:01 with pseudo-sequence HLA-A25:01. The binding affinity (normalized) is 0.0847. (3) The peptide sequence is VPVTTRDSF. The MHC is HLA-A68:02 with pseudo-sequence HLA-A68:02. The binding affinity (normalized) is 0. (4) The peptide sequence is LPPERRQPF. The MHC is HLA-A11:01 with pseudo-sequence HLA-A11:01. The binding affinity (normalized) is 0.0847. (5) The peptide sequence is FMYSDFHFI. The MHC is HLA-C07:02 with pseudo-sequence HLA-C07:02. The binding affinity (normalized) is 0.222. (6) The peptide sequence is TRVTNNVYL. The MHC is HLA-B15:09 with pseudo-sequence HLA-B15:09. The binding affinity (normalized) is 0.232.